Dataset: Reaction yield outcomes from USPTO patents with 853,638 reactions. Task: Predict the reaction yield, written as a fraction of the theoretical maximum amount of product (1.0 means a 100% yield; for example, 0.34 means a 34% yield). (1) The reactants are [OH:1][CH2:2][CH2:3][CH2:4][C:5]([C:7]1[CH:12]=[CH:11][CH:10]=[CH:9][CH:8]=1)=[O:6].[C:13]([Si:17](Cl)([CH3:19])[CH3:18])([CH3:16])([CH3:15])[CH3:14].N1C=CN=C1. The catalyst is CN(C=O)C.C(OCC)C. The product is [Si:17]([O:1][CH2:2][CH2:3][CH2:4][C:5]([C:7]1[CH:12]=[CH:11][CH:10]=[CH:9][CH:8]=1)=[O:6])([C:13]([CH3:16])([CH3:15])[CH3:14])([CH3:19])[CH3:18]. The yield is 0.900. (2) The product is [CH3:21][C:16]([CH2:15][CH2:14][CH:13]=[C:12]([CH3:22])[CH2:11][CH2:1][CH:2]=[C:3]([CH3:4])[CH2:5][CH2:6][CH:7]=[C:8]([CH3:10])[CH3:9])=[CH:17][C:18]([O:20][CH2:27][CH:25]([CH2:24][OH:23])[OH:26])=[O:19]. No catalyst specified. The reactants are [CH2:1]([CH2:11]/[C:12](/[CH3:22])=[CH:13]/[CH2:14][CH2:15]/[C:16](/[CH3:21])=[CH:17]/[C:18]([OH:20])=[O:19])/[CH:2]=[C:3](/[CH2:5][CH2:6][CH:7]=[C:8]([CH3:10])[CH3:9])\[CH3:4].[OH:23][CH2:24][CH:25]([CH2:27]O)[OH:26]. The yield is 0.240. (3) The reactants are [Br:1][C:2](=[CH2:8])[CH2:3][Si](C)(C)C.[F:9][C:10]([F:19])([F:18])[C:11](=[O:17])[C:12]([O:14][CH2:15][CH3:16])=[O:13]. The catalyst is ClCCl.[Ti](Cl)(Cl)(Cl)Cl. The product is [CH2:15]([O:14][C:12](=[O:13])[C:11]([OH:17])([C:10]([F:9])([F:18])[F:19])[CH2:3][C:2]([Br:1])=[CH2:8])[CH3:16]. The yield is 0.760. (4) The reactants are [OH:1][C:2]1[CH:9]=[CH:8][C:7]([N+:10]([O-:12])=[O:11])=[CH:6][C:3]=1[CH:4]=[O:5].I[CH2:14][CH2:15][CH3:16].COC(O)C1C=C([N+]([O-])=O)C=CC=1OC. No catalyst specified. The product is [N+:10]([C:7]1[CH:8]=[CH:9][C:2]([O:1][CH2:14][CH2:15][CH3:16])=[C:3]([CH:6]=1)[CH:4]=[O:5])([O-:12])=[O:11]. The yield is 0.720. (5) The product is [Cl:11][C:5]1[CH:6]=[N:7][CH:8]=[C:9]([Cl:10])[C:4]=1[CH2:3][S:20][C:16]1[N:15]=[C:14]([CH3:13])[CH:19]=[CH:18][N:17]=1. The reactants are Br.Br[CH2:3][C:4]1[C:9]([Cl:10])=[CH:8][N:7]=[CH:6][C:5]=1[Cl:11].Cl.[CH3:13][C:14]1[CH:19]=[CH:18][N:17]=[C:16]([SH:20])[N:15]=1.C(N(CC)CC)C. The yield is 0.850. The catalyst is CCO.